Dataset: Full USPTO retrosynthesis dataset with 1.9M reactions from patents (1976-2016). Task: Predict the reactants needed to synthesize the given product. Given the product [C:1]([O:5][C:6](=[O:19])[NH:7][C@H:8]([CH2:9][C:10]1[CH:15]=[CH:14][CH:13]=[CH:12][CH:11]=1)[C@@H:16]([OH:17])[CH2:18][NH:27][CH2:20][C:21]1[CH:26]=[CH:25][CH:24]=[CH:23][CH:22]=1)([CH3:4])([CH3:3])[CH3:2], predict the reactants needed to synthesize it. The reactants are: [C:1]([O:5][C:6](=[O:19])[NH:7][C@@H:8]([C@@H:16]1[CH2:18][O:17]1)[CH2:9][C:10]1[CH:15]=[CH:14][CH:13]=[CH:12][CH:11]=1)([CH3:4])([CH3:3])[CH3:2].[CH2:20]([NH2:27])[C:21]1[CH:26]=[CH:25][CH:24]=[CH:23][CH:22]=1.